Task: Predict the reactants needed to synthesize the given product.. Dataset: Full USPTO retrosynthesis dataset with 1.9M reactions from patents (1976-2016) Given the product [Cl:24][C:21]1[CH:20]=[CH:19][C:18]([C:12]2([C:10](=[O:11])[CH2:9][S:1][C:2]3[N:3]([CH3:7])[CH:4]=[CH:5][N:6]=3)[CH2:17][CH2:16][CH2:15][CH2:14][CH2:13]2)=[CH:23][CH:22]=1, predict the reactants needed to synthesize it. The reactants are: [SH:1][C:2]1[N:3]([CH3:7])[CH:4]=[CH:5][N:6]=1.Br[CH2:9][C:10]([C:12]1([C:18]2[CH:23]=[CH:22][C:21]([Cl:24])=[CH:20][CH:19]=2)[CH2:17][CH2:16][CH2:15][CH2:14][CH2:13]1)=[O:11].CCN(CC)CC.